Dataset: Peptide-MHC class I binding affinity with 185,985 pairs from IEDB/IMGT. Task: Regression. Given a peptide amino acid sequence and an MHC pseudo amino acid sequence, predict their binding affinity value. This is MHC class I binding data. (1) The peptide sequence is HQDDGQPRL. The MHC is HLA-A02:16 with pseudo-sequence HLA-A02:16. The binding affinity (normalized) is 0.0847. (2) The MHC is Patr-A0701 with pseudo-sequence Patr-A0701. The binding affinity (normalized) is 0.214. The peptide sequence is KYIMTCMSA. (3) The peptide sequence is ATQPVHWFL. The MHC is HLA-B58:01 with pseudo-sequence HLA-B58:01. The binding affinity (normalized) is 0.436. (4) The peptide sequence is KRLLLKLDF. The MHC is HLA-A02:03 with pseudo-sequence HLA-A02:03. The binding affinity (normalized) is 0.0847. (5) The peptide sequence is AGRAWENTI. The MHC is HLA-A23:01 with pseudo-sequence HLA-A23:01. The binding affinity (normalized) is 0. (6) The peptide sequence is CEALLADGL. The MHC is HLA-A02:19 with pseudo-sequence HLA-A02:19. The binding affinity (normalized) is 0.0847. (7) The peptide sequence is ELPTYDAAV. The MHC is Mamu-A01 with pseudo-sequence Mamu-A01. The binding affinity (normalized) is 0.149.